This data is from Peptide-MHC class I binding affinity with 185,985 pairs from IEDB/IMGT. The task is: Regression. Given a peptide amino acid sequence and an MHC pseudo amino acid sequence, predict their binding affinity value. This is MHC class I binding data. (1) The peptide sequence is KFYGPFVDR. The MHC is HLA-B18:01 with pseudo-sequence HLA-B18:01. The binding affinity (normalized) is 0.259. (2) The peptide sequence is GEIFGLLGP. The MHC is HLA-B07:02 with pseudo-sequence HLA-B07:02. The binding affinity (normalized) is 0.0847. (3) The MHC is HLA-A29:02 with pseudo-sequence HLA-A29:02. The binding affinity (normalized) is 0. The peptide sequence is KEKGGLDGL.